This data is from NCI-60 drug combinations with 297,098 pairs across 59 cell lines. The task is: Regression. Given two drug SMILES strings and cell line genomic features, predict the synergy score measuring deviation from expected non-interaction effect. (1) Drug 1: CC(C1=C(C=CC(=C1Cl)F)Cl)OC2=C(N=CC(=C2)C3=CN(N=C3)C4CCNCC4)N. Drug 2: CCCCCOC(=O)NC1=NC(=O)N(C=C1F)C2C(C(C(O2)C)O)O. Cell line: OVCAR-8. Synergy scores: CSS=5.56, Synergy_ZIP=-0.401, Synergy_Bliss=2.09, Synergy_Loewe=-2.42, Synergy_HSA=0.987. (2) Drug 1: CC1=CC=C(C=C1)C2=CC(=NN2C3=CC=C(C=C3)S(=O)(=O)N)C(F)(F)F. Drug 2: CCC(=C(C1=CC=CC=C1)C2=CC=C(C=C2)OCCN(C)C)C3=CC=CC=C3.C(C(=O)O)C(CC(=O)O)(C(=O)O)O. Cell line: UO-31. Synergy scores: CSS=2.19, Synergy_ZIP=-2.74, Synergy_Bliss=-1.49, Synergy_Loewe=-1.09, Synergy_HSA=-0.424. (3) Drug 1: CC(C)NC(=O)C1=CC=C(C=C1)CNNC.Cl. Drug 2: CC1=C(C(=O)C2=C(C1=O)N3CC4C(C3(C2COC(=O)N)OC)N4)N. Cell line: UACC62. Synergy scores: CSS=17.8, Synergy_ZIP=-10.6, Synergy_Bliss=-8.82, Synergy_Loewe=-32.0, Synergy_HSA=-7.84. (4) Drug 1: CCC1=CC2CC(C3=C(CN(C2)C1)C4=CC=CC=C4N3)(C5=C(C=C6C(=C5)C78CCN9C7C(C=CC9)(C(C(C8N6C)(C(=O)OC)O)OC(=O)C)CC)OC)C(=O)OC.C(C(C(=O)O)O)(C(=O)O)O. Drug 2: CCCCC(=O)OCC(=O)C1(CC(C2=C(C1)C(=C3C(=C2O)C(=O)C4=C(C3=O)C=CC=C4OC)O)OC5CC(C(C(O5)C)O)NC(=O)C(F)(F)F)O. Cell line: SK-OV-3. Synergy scores: CSS=44.2, Synergy_ZIP=-0.281, Synergy_Bliss=-0.231, Synergy_Loewe=-0.196, Synergy_HSA=0.878. (5) Drug 1: CC1C(C(CC(O1)OC2CC(CC3=C2C(=C4C(=C3O)C(=O)C5=C(C4=O)C(=CC=C5)OC)O)(C(=O)C)O)N)O.Cl. Drug 2: CN(C(=O)NC(C=O)C(C(C(CO)O)O)O)N=O. Cell line: MDA-MB-231. Synergy scores: CSS=12.3, Synergy_ZIP=-4.87, Synergy_Bliss=0.725, Synergy_Loewe=0.557, Synergy_HSA=1.46.